From a dataset of Reaction yield outcomes from USPTO patents with 853,638 reactions. Predict the reaction yield, written as a fraction of the theoretical maximum amount of product (1.0 means a 100% yield; for example, 0.34 means a 34% yield). (1) The catalyst is C1COCC1.CCOC(C)=O. The product is [CH3:1][S:2]([C:5]1[CH:6]=[CH:7][C:8]([C:11]2[CH:16]=[CH:15][C:14]([O:17][CH2:31][CH:28]3[CH2:29][CH2:30][N:25]([C:18]([O:20][C:21]([CH3:22])([CH3:24])[CH3:23])=[O:19])[CH2:26][CH2:27]3)=[CH:13][CH:12]=2)=[CH:9][CH:10]=1)(=[O:3])=[O:4]. The yield is 0.740. The reactants are [CH3:1][S:2]([C:5]1[CH:10]=[CH:9][C:8]([C:11]2[CH:16]=[CH:15][C:14]([OH:17])=[CH:13][CH:12]=2)=[CH:7][CH:6]=1)(=[O:4])=[O:3].[C:18]([N:25]1[CH2:30][CH2:29][CH:28]([CH2:31]O)[CH2:27][CH2:26]1)([O:20][C:21]([CH3:24])([CH3:23])[CH3:22])=[O:19].C1C=CC(P(C2C=CC=CC=2)C2C=CC=CC=2)=CC=1.N(C(OC(C)C)=O)=NC(OC(C)C)=O. (2) The reactants are [C:1]1([CH2:7][CH2:8][CH2:9][CH2:10]O)[CH:6]=[CH:5][CH:4]=[CH:3][CH:2]=1.C(Br)(Br)(Br)[Br:13].C1C=CC(P(C2C=CC=CC=2)C2C=CC=CC=2)=CC=1. The catalyst is C(Cl)Cl. The product is [C:1]1([CH2:7][CH2:8][CH2:9][CH2:10][Br:13])[CH:6]=[CH:5][CH:4]=[CH:3][CH:2]=1. The yield is 0.950. (3) The reactants are [CH3:1][O:2][C:3]1[CH:4]=[C:5]2[C:10](=[CH:11][C:12]=1[O:13][CH3:14])[N:9]=[CH:8][CH:7]=[C:6]2[O:15][C:16]1[CH:22]=[CH:21][C:19]([NH2:20])=[CH:18][CH:17]=1.C1(C)C=CC=CC=1.C(N(CC)CC)C.ClC(Cl)(O[C:41](=[O:47])[O:42][C:43](Cl)(Cl)Cl)Cl.[CH3:49][O:50][C:51]1[CH:52]=[C:53]([CH:59]=[CH:60][CH:61]=1)[O:54][CH2:55][CH2:56]CO. The catalyst is C(Cl)Cl. The product is [CH3:1][O:2][C:3]1[CH:4]=[C:5]2[C:10](=[CH:11][C:12]=1[O:13][CH3:14])[N:9]=[CH:8][CH:7]=[C:6]2[O:15][C:16]1[CH:22]=[CH:21][C:19]([NH:20][C:41](=[O:47])[O:42][CH2:43][CH2:56][CH2:55][O:54][C:53]2[CH:59]=[CH:60][CH:61]=[C:51]([O:50][CH3:49])[CH:52]=2)=[CH:18][CH:17]=1. The yield is 0.540.